Task: Predict the reactants needed to synthesize the given product.. Dataset: Full USPTO retrosynthesis dataset with 1.9M reactions from patents (1976-2016) (1) Given the product [N:1]1[CH:6]=[CH:5][CH:4]=[CH:3][C:2]=1[C:7]1[N:11]=[C:10]([C:12]2[CH:13]=[N:14][CH:15]=[C:16]([C:21]3[CH:22]=[CH:23][O:19][CH:20]=3)[CH:17]=2)[O:9][N:8]=1, predict the reactants needed to synthesize it. The reactants are: [N:1]1[CH:6]=[CH:5][CH:4]=[CH:3][C:2]=1[C:7]1[N:11]=[C:10]([C:12]2[CH:13]=[N:14][CH:15]=[C:16](Br)[CH:17]=2)[O:9][N:8]=1.[O:19]1[CH:23]=[CH:22][C:21](B(O)O)=[CH:20]1.C(=O)([O-])[O-].[Na+].[Na+]. (2) Given the product [Cl:41][C:29]1[CH:28]=[C:27]([NH:26][C:24]2[C:25]3[N:17]([CH2:16][CH2:15][O:14][CH2:13][CH2:12][OH:11])[CH:18]=[CH:19][C:20]=3[N:21]=[CH:22][N:23]=2)[CH:32]=[CH:31][C:30]=1[O:33][C:34]1[CH:35]=[C:36]([NH:40][C:52](=[O:53])[CH2:51][C:50]([CH3:56])([CH3:55])[CH3:49])[CH:37]=[CH:38][CH:39]=1, predict the reactants needed to synthesize it. The reactants are: Cl.Cl.C([O:11][CH2:12][CH2:13][O:14][CH2:15][CH2:16][N:17]1[C:25]2[C:24]([NH:26][C:27]3[CH:32]=[CH:31][C:30]([O:33][C:34]4[CH:39]=[CH:38][CH:37]=[C:36]([NH2:40])[CH:35]=4)=[C:29]([Cl:41])[CH:28]=3)=[N:23][CH:22]=[N:21][C:20]=2[CH:19]=[CH:18]1)(=O)C1C=CC=CC=1.C(N(CC)CC)C.[CH3:49][C:50]([CH3:56])([CH3:55])[CH2:51][C:52](Cl)=[O:53].C(=O)([O-])O.[Na+]. (3) Given the product [CH:27]([N:30]1[CH2:35][CH2:34][N:33]([CH2:1][CH:2]2[C:14](=[O:15])[C:13]3[C:12]4[C:7](=[CH:8][CH:9]=[CH:10][CH:11]=4)[N:6]([CH2:16][C:17]4[CH:18]=[CH:19][C:20]([C:21]([O:23][CH3:24])=[O:22])=[CH:25][CH:26]=4)[C:5]=3[CH2:4][CH2:3]2)[CH2:32][CH2:31]1)([CH3:29])[CH3:28], predict the reactants needed to synthesize it. The reactants are: [CH2:1]=[C:2]1[C:14](=[O:15])[C:13]2[C:12]3[C:7](=[CH:8][CH:9]=[CH:10][CH:11]=3)[N:6]([CH2:16][C:17]3[CH:26]=[CH:25][C:20]([C:21]([O:23][CH3:24])=[O:22])=[CH:19][CH:18]=3)[C:5]=2[CH2:4][CH2:3]1.[CH:27]([N:30]1[CH2:35][CH2:34][NH:33][CH2:32][CH2:31]1)([CH3:29])[CH3:28]. (4) Given the product [CH2:1]1[CH:9]2[N:4]([CH2:5][CH:6]=[C:7]([C:10]3[C:18]4[C:13](=[CH:14][CH:15]=[N:16][CH:17]=4)[N:12]([S:26]([C:23]4[CH:24]=[CH:25][C:20]([CH3:19])=[CH:21][CH:22]=4)(=[O:28])=[O:27])[CH:11]=3)[CH2:8]2)[CH2:3][CH2:2]1, predict the reactants needed to synthesize it. The reactants are: [CH2:1]1[CH:9]2[N:4]([CH2:5][CH:6]=[C:7]([C:10]3[C:18]4[C:13](=[CH:14][CH:15]=[N:16][CH:17]=4)[NH:12][CH:11]=3)[CH2:8]2)[CH2:3][CH2:2]1.[CH3:19][C:20]1[CH:25]=[CH:24][C:23]([S:26](Cl)(=[O:28])=[O:27])=[CH:22][CH:21]=1.C[Si]([N-][Si](C)(C)C)(C)C.[Na+]. (5) Given the product [CH3:21][N:22]([CH2:23][CH2:24][CH2:25][C:10]1([C:7]2[CH:8]=[CH:9][C:4]([F:3])=[CH:5][CH:6]=2)[O:11][CH2:12][C:13]2[CH:14]=[C:15]([C:19]#[N:20])[CH:16]=[CH:17][C:18]1=2)[CH3:27].[BrH:28], predict the reactants needed to synthesize it. The reactants are: [H-].[Na+].[F:3][C:4]1[CH:9]=[CH:8][C:7]([CH:10]2[C:18]3[C:13](=[CH:14][C:15]([C:19]#[N:20])=[CH:16][CH:17]=3)[CH2:12][O:11]2)=[CH:6][CH:5]=1.[CH3:21][N:22]([CH3:27])[CH2:23][CH2:24][CH2:25]Cl.[BrH:28].